This data is from Reaction yield outcomes from USPTO patents with 853,638 reactions. The task is: Predict the reaction yield, written as a fraction of the theoretical maximum amount of product (1.0 means a 100% yield; for example, 0.34 means a 34% yield). (1) The reactants are [C:1]([C:3]1[CH:8]=[CH:7][C:6]([C:9]2[C:13]([C:14]3[CH:19]=[CH:18][C:17]([O:20][CH3:21])=[CH:16][CH:15]=3)=[CH:12][S:11][C:10]=2/[CH:22]=[CH:23]/[C:24]([O:26][CH2:27][CH3:28])=[O:25])=[C:5]([CH3:29])[CH:4]=1)#[N:2].OCC1(OC[C@@H](O)[C@@H](O)[C@H]1O)O.[H][H]. The product is [C:1]([C:3]1[CH:8]=[CH:7][C:6]([C:9]2[C:13]([C:14]3[CH:19]=[CH:18][C:17]([O:20][CH3:21])=[CH:16][CH:15]=3)=[CH:12][S:11][C:10]=2[CH2:22][CH2:23][C:24]([O:26][CH2:27][CH3:28])=[O:25])=[C:5]([CH3:29])[CH:4]=1)#[N:2]. The yield is 0.737. The catalyst is C(O)C.[Pd]. (2) The reactants are [NH2:1][C:2]1[CH:7]=[C:6]([Br:8])[CH:5]=[CH:4][C:3]=1[C:9]([C:11]1[CH:16]=[CH:15][CH:14]=[CH:13][CH:12]=1)=O.[NH2:17][CH2:18][C:19](OCC)=[O:20]. The catalyst is N1C=CC=CC=1. The product is [Br:8][C:6]1[CH:5]=[CH:4][C:3]2=[C:2]([CH:7]=1)[NH:1][C:19](=[O:20])[CH2:18][N:17]=[C:9]2[C:11]1[CH:16]=[CH:15][CH:14]=[CH:13][CH:12]=1. The yield is 0.510. (3) The reactants are [C:1]([O:5][C:6]([N:8]1[CH2:13][CH2:12][CH:11]([C:14](=O)[CH2:15][C:16]([O:18][CH2:19][CH3:20])=[O:17])[CH2:10][CH2:9]1)=[O:7])([CH3:4])([CH3:3])[CH3:2].[H-].[Na+].Br.Br[CH2:26][C:27]([C:29]1[CH:34]=[CH:33][N:32]=[CH:31][CH:30]=1)=O.C([O-])(=O)C.[NH4+:39]. The catalyst is C1COCC1. The product is [C:1]([O:5][C:6]([N:8]1[CH2:13][CH2:12][CH:11]([C:14]2[NH:39][C:27]([C:29]3[CH:34]=[CH:33][N:32]=[CH:31][CH:30]=3)=[CH:26][C:15]=2[C:16]([O:18][CH2:19][CH3:20])=[O:17])[CH2:10][CH2:9]1)=[O:7])([CH3:4])([CH3:3])[CH3:2]. The yield is 0.470. (4) The reactants are [F:1][C:2]1[CH:20]=[CH:19][C:5]([O:6][CH:7]([C:9]2[CH:18]=[CH:17][C:12]([C:13]([O:15]C)=[O:14])=[CH:11][CH:10]=2)[CH3:8])=[CH:4][CH:3]=1.O.[OH-].[Li+].O1CCCC1.Cl. The catalyst is O.CO. The product is [F:1][C:2]1[CH:3]=[CH:4][C:5]([O:6][CH:7]([C:9]2[CH:18]=[CH:17][C:12]([C:13]([OH:15])=[O:14])=[CH:11][CH:10]=2)[CH3:8])=[CH:19][CH:20]=1. The yield is 0.830. (5) The reactants are [Br:1][C:2]1[N:7]=[C:6]([CH:8]=[O:9])[C:5]([Cl:10])=[CH:4][CH:3]=1.[CH3:11][Mg]Br.[Cl-].[NH4+]. The catalyst is C1COCC1. The product is [Br:1][C:2]1[N:7]=[C:6]([CH:8]([OH:9])[CH3:11])[C:5]([Cl:10])=[CH:4][CH:3]=1. The yield is 0.780. (6) The reactants are [Cl:1][C:2]1[N:6]2[CH:7]=[CH:8][CH:9]=[C:10]([C:11]([F:14])([F:13])[F:12])[C:5]2=[N:4][C:3]=1[C:15]([O:17]C)=[O:16].[OH-].[Na+].Cl. The catalyst is O1CCCC1. The product is [Cl:1][C:2]1[N:6]2[CH:7]=[CH:8][CH:9]=[C:10]([C:11]([F:13])([F:12])[F:14])[C:5]2=[N:4][C:3]=1[C:15]([OH:17])=[O:16]. The yield is 0.750. (7) The reactants are O=P(Cl)(Cl)[Cl:3].[N+:6]1([O-])[CH:11]=[CH:10][CH:9]=[C:8]2[CH2:12][N:13]([C:15]([O:17][CH2:18][CH3:19])=[O:16])[CH2:14][C:7]=12. No catalyst specified. The product is [Cl:3][C:9]1[CH:10]=[CH:11][N:6]=[C:7]2[CH2:14][N:13]([C:15]([O:17][CH2:18][CH3:19])=[O:16])[CH2:12][C:8]=12. The yield is 0.459. (8) The reactants are [C:1]([OH:5])(=[O:4])[CH2:2][OH:3].[CH2:6](I)[CH2:7][CH2:8][CH2:9][CH2:10][CH3:11].C1CCN2C(=NCCC2)CC1. The catalyst is CC#N. The product is [OH:3][CH2:2][C:1]([O:5][CH2:6][CH2:7][CH2:8][CH2:9][CH2:10][CH3:11])=[O:4]. The yield is 0.740.